This data is from Full USPTO retrosynthesis dataset with 1.9M reactions from patents (1976-2016). The task is: Predict the reactants needed to synthesize the given product. (1) Given the product [F:1][C:2]1[CH:3]=[CH:4][C:5]([C:8]2[C:16]([C:19](=[O:21])[CH3:20])=[C:15]3[N:10]([C:11]([S:17][CH3:18])=[N:12][CH:13]=[CH:14]3)[N:9]=2)=[CH:6][CH:7]=1, predict the reactants needed to synthesize it. The reactants are: [F:1][C:2]1[CH:7]=[CH:6][C:5]([C:8]2[CH:16]=[C:15]3[N:10]([C:11]([S:17][CH3:18])=[N:12][CH:13]=[CH:14]3)[N:9]=2)=[CH:4][CH:3]=1.[C:19](OC(=O)C)(=[O:21])[CH3:20].B(F)(F)F.CCOCC.C(#N)C. (2) The reactants are: C1[C@H](N2C3N=CN=C(N)C=3N=C2)[O:4][C@H](COP(OP(OP(O)(O)=O)(O)=O)(O)=O)[C@H]1O.P(OC[C@H]1O[C@@H](N2C=CC(N)=NC2=O)C[C@@H]1O)(OP(OP(O)(O)=O)(O)=O)(=O)O.[P:59]([O:71][CH2:72][C@H:73]1[O:77][C@@H:76]([N:78]2[C:88]3N=C(N)N[C:82](=[O:83])[C:81]=3[N:80]=[CH:79]2)[CH2:75][C@@H:74]1[OH:89])([O:62][P:63]([O:66][P:67]([OH:70])([OH:69])=[O:68])([OH:65])=[O:64])(=[O:61])[OH:60]. Given the product [CH:81]1[C:82](=[O:83])[NH:80][C:79](=[O:4])[N:78]([C@@H:76]2[O:77][C@H:73]([CH2:72][O:71][P:59]([O:62][P:63]([O:66][P:67]([OH:69])([OH:70])=[O:68])([OH:65])=[O:64])([OH:60])=[O:61])[C@@H:74]([OH:89])[CH2:75]2)[CH:88]=1, predict the reactants needed to synthesize it. (3) Given the product [CH:33]1([N:30]2[CH2:29][CH2:28][CH:27]([S:24]([CH2:23][C:3]3[N:4]=[C:5]([C:7]4[CH:8]=[CH:9][C:10]([C:11]([NH:13][CH2:14][C:15]5[CH:16]=[N:17][CH:18]=[CH:19][CH:20]=5)=[O:12])=[CH:21][CH:22]=4)[O:6][C:2]=3[CH3:1])(=[O:25])=[O:26])[CH2:32][CH2:31]2)[CH2:37][CH2:36][CH2:35][CH2:34]1, predict the reactants needed to synthesize it. The reactants are: [CH3:1][C:2]1[O:6][C:5]([C:7]2[CH:22]=[CH:21][C:10]([C:11]([NH:13][CH2:14][C:15]3[CH:16]=[N:17][CH:18]=[CH:19][CH:20]=3)=[O:12])=[CH:9][CH:8]=2)=[N:4][C:3]=1[CH2:23][S:24]([CH:27]1[CH2:32][CH2:31][NH:30][CH2:29][CH2:28]1)(=[O:26])=[O:25].[C:33]1(=O)[CH2:37][CH2:36][CH2:35][CH2:34]1.C(O)(=O)C.C(O[BH-](OC(=O)C)OC(=O)C)(=O)C.[Na+]. (4) Given the product [O:12]([C:13]1[C:18]([CH2:19][C:20]2[CH:21]=[CH:22][C:23]([CH2:26][CH3:27])=[CH:24][CH:25]=2)=[C:17]([CH3:28])[CH:16]=[C:15]([CH3:29])[N:14]=1)[C@@H:11]1[O:30][C@H:31]([C@@H:52]([CH3:62])[OH:53])[C@@H:32]([OH:43])[C@H:33]([OH:34])[C@H:10]1[OH:9], predict the reactants needed to synthesize it. The reactants are: C([O:9][C@@H:10]1[C@@H:33]([O:34]C(=O)C2C=CC=CC=2)[C@H:32]([O:43]C(=O)C2C=CC=CC=2)[C@@H:31]([C@@H:52]([CH3:62])[O:53]C(=O)C2C=CC=CC=2)[O:30][C@H:11]1[O:12][C:13]1[C:18]([CH2:19][C:20]2[CH:25]=[CH:24][C:23]([CH2:26][CH3:27])=[CH:22][CH:21]=2)=[C:17]([CH3:28])[CH:16]=[C:15]([CH3:29])[N:14]=1)(=O)C1C=CC=CC=1.C(=O)([O-])[O-].[K+].[K+]. (5) Given the product [CH:30]1([C:28]2[N:29]=[C:23]([CH:11]3[CH2:10][CH:9]([C:6]4[CH:7]=[CH:8][C:3]([CH2:1][CH3:2])=[CH:4][CH:5]=4)[CH2:14][N:13]([C:15]([N:17]4[CH2:22][CH2:21][S:20][CH2:19][CH2:18]4)=[O:16])[CH2:12]3)[O:24][N:27]=2)[CH2:32][CH2:31]1, predict the reactants needed to synthesize it. The reactants are: [CH2:1]([C:3]1[CH:8]=[CH:7][C:6]([CH:9]2[CH2:14][N:13]([C:15]([N:17]3[CH2:22][CH2:21][S:20][CH2:19][CH2:18]3)=[O:16])[CH2:12][CH:11]([C:23](O)=[O:24])[CH2:10]2)=[CH:5][CH:4]=1)[CH3:2].O[N:27]=[C:28]([CH:30]1[CH2:32][CH2:31]1)[NH2:29]. (6) Given the product [OH:70][CH2:69][C:68]([NH:67][C:64]1[C:63]([I:75])=[C:62]([C:76]([NH:77][CH2:78][CH2:79][CH2:80][NH:81][C:82](=[O:114])[C:83]2[C:88]([I:89])=[C:87]([NH:90][C:91](=[O:97])[CH2:92][OH:93])[C:86]([I:98])=[C:85]([C:99](=[O:112])[NH:100][CH:101]([CH2:102][OH:103])[CH2:107][OH:108])[C:84]=2[I:113])=[O:115])[C:61]([I:116])=[C:60]([C:65]=1[I:66])[C:59]([NH:58][CH:52]([CH2:53][OH:54])[CH2:51][OH:50])=[O:117])=[O:74], predict the reactants needed to synthesize it. The reactants are: C(OCC(NC(=O)C1C(I)=C(C(Cl)=O)C(I)=C(NC(=O)COC(=O)C)C=1I)COC(=O)C)(=O)C.NCCCN.C(N(CC)CC)C.C([O:50][CH2:51][CH:52]([NH:58][C:59](=[O:117])[C:60]1[C:65]([I:66])=[C:64]([NH:67][C:68](=[O:74])[CH2:69][O:70]C(=O)C)[C:63]([I:75])=[C:62]([C:76](=[O:115])[NH:77][CH2:78][CH2:79][CH2:80][NH:81][C:82](=[O:114])[C:83]2[C:88]([I:89])=[C:87]([NH:90][C:91](=[O:97])[CH2:92][O:93]C(=O)C)[C:86]([I:98])=[C:85]([C:99](=[O:112])[NH:100][CH:101]([CH2:107][O:108]C(=O)C)[CH2:102][O:103]C(=O)C)[C:84]=2[I:113])[C:61]=1[I:116])[CH2:53][O:54]C(=O)C)(=O)C.N. (7) Given the product [CH:9]1(/[C:12](/[C:43]2[CH:48]=[CH:47][CH:46]=[CH:45][C:44]=2[S:1]([CH3:52])(=[O:6])=[O:2])=[C:13](/[C:30]2[CH:31]=[CH:32][C:33](/[CH:36]=[CH:37]/[C:38]([O:40][CH2:41][CH3:42])=[O:39])=[CH:34][CH:35]=2)\[C:14]2[CH:15]=[C:16]3[C:20](=[CH:21][CH:22]=2)[N:19]([CH:23]2[CH2:28][CH2:27][CH2:26][CH2:25][O:24]2)[N:18]=[C:17]3[F:29])[CH2:11][CH2:10]1, predict the reactants needed to synthesize it. The reactants are: [S:1]([O-:6])(O[O-])(=O)=[O:2].[K+].[K+].[CH:9]1(/[C:12](/[C:43]2[CH:48]=[CH:47][CH:46]=[CH:45][C:44]=2SC)=[C:13](/[C:30]2[CH:35]=[CH:34][C:33](/[CH:36]=[CH:37]/[C:38]([O:40][CH2:41][CH3:42])=[O:39])=[CH:32][CH:31]=2)\[C:14]2[CH:15]=[C:16]3[C:20](=[CH:21][CH:22]=2)[N:19]([CH:23]2[CH2:28][CH2:27][CH2:26][CH2:25][O:24]2)[N:18]=[C:17]3[F:29])[CH2:11][CH2:10]1.O.[CH2:52]1COCC1.CO.O.